This data is from Catalyst prediction with 721,799 reactions and 888 catalyst types from USPTO. The task is: Predict which catalyst facilitates the given reaction. (1) Reactant: [F:1][C:2]([F:20])([F:19])[C:3]([NH:5][C:6]1[CH:11]=[C:10]([C:12]#[C:13][Si](C)(C)C)[CH:9]=[CH:8][C:7]=1[CH3:18])=[O:4].[F-].C([N+](CCCC)(CCCC)CCCC)CCC. Product: [C:12]([C:10]1[CH:9]=[CH:8][C:7]([CH3:18])=[C:6]([NH:5][C:3](=[O:4])[C:2]([F:19])([F:1])[F:20])[CH:11]=1)#[CH:13]. The catalyst class is: 20. (2) Reactant: Cl[CH2:2][C@@H:3]([OH:18])[CH2:4][N:5]1[CH2:10][CH2:9][N:8]([C:11]([C@H:13]2[CH2:17][CH2:16][CH2:15][O:14]2)=[O:12])[CH2:7][CH2:6]1.O.[OH-].[Na+]. The catalyst class is: 266. Product: [O:14]1[CH2:15][CH2:16][CH2:17][C@@H:13]1[C:11]([N:8]1[CH2:9][CH2:10][N:5]([CH2:4][C@H:3]2[CH2:2][O:18]2)[CH2:6][CH2:7]1)=[O:12]. (3) Reactant: Cl[C:2]1[N:7]2[CH:8]=[CH:9][N:10]=[C:6]2[N:5]=[C:4]([Cl:11])[C:3]=1[C:12]1[CH:17]=[CH:16][CH:15]=[CH:14][CH:13]=1.[CH3:18][NH2:19]. Product: [Cl:11][C:4]1[C:3]([C:12]2[CH:17]=[CH:16][CH:15]=[CH:14][CH:13]=2)=[C:2]([NH:19][CH3:18])[N:7]2[CH:8]=[CH:9][N:10]=[C:6]2[N:5]=1. The catalyst class is: 5. (4) Reactant: [CH2:1]([O:3][C:4]([C:6]1([C:9]2[CH:14]=[CH:13][C:12]([C:15]3[CH:20]=[CH:19][C:18]([C:21]4[S:22][C:23]([Cl:29])=[CH:24][C:25]=4C(=O)N)=[CH:17][CH:16]=3)=[CH:11][CH:10]=2)[CH2:8][CH2:7]1)=[O:5])[CH3:2].[N:30]1[CH:35]=CC=CC=1.FC(F)(F)C(OI(C1C=CC=CC=1)OC(=O)C(F)(F)F)=[O:39].[CH3:57][C:58]1[C:59]([C@H:63]([OH:65])[CH3:64])=[CH:60][S:61][CH:62]=1.Cl. Product: [CH2:1]([O:3][C:4]([C:6]1([C:9]2[CH:14]=[CH:13][C:12]([C:15]3[CH:20]=[CH:19][C:18]([C:21]4[S:22][C:23]([Cl:29])=[CH:24][C:25]=4[NH:30][C:35]([O:65][C@@H:63]([C:59]4[C:58]([CH3:57])=[CH:62][S:61][CH:60]=4)[CH3:64])=[O:39])=[CH:17][CH:16]=3)=[CH:11][CH:10]=2)[CH2:7][CH2:8]1)=[O:5])[CH3:2]. The catalyst class is: 133. (5) Reactant: Br[CH2:2][C:3]1[CH:4]=[C:5]([CH:10]=[CH:11][C:12]=1[O:13][CH3:14])[C:6]([O:8][CH3:9])=[O:7].[C-:15]#[N:16].[K+]. Product: [C:15]([CH2:2][C:3]1[CH:4]=[C:5]([CH:10]=[CH:11][C:12]=1[O:13][CH3:14])[C:6]([O:8][CH3:9])=[O:7])#[N:16]. The catalyst class is: 24. (6) Reactant: [CH2:1]([OH:6])[CH:2]([OH:5])[CH2:3][OH:4].[CH2:7]([OH:12])[CH:8]([OH:11])[CH2:9][OH:10].[CH2:13]([OH:18])[CH:14]([OH:17])[CH2:15][OH:16].[CH2:19]([OH:24])[CH:20]([OH:23])[CH2:21][OH:22].[C:25]([OH:34])(=[O:33])[CH2:26][CH2:27][CH2:28][CH2:29][CH2:30][CH2:31][CH3:32].ON1C(=O)CCC1=O.CC(N=C=NC(C)C)C. Product: [CH2:27]([CH:26]([CH2:1][CH2:2][CH2:3][CH2:7][CH2:8][CH3:9])[C:25]([OH:34])=[O:33])[CH2:28][CH2:29][CH2:30][CH2:31][CH3:32].[OH:18][CH2:13][CH:14]([CH2:15][OH:16])[OH:17].[OH:24][CH2:19][CH:20]([CH2:21][OH:22])[OH:23].[OH:6][CH2:1][CH:2]([CH2:3][OH:4])[OH:5].[OH:12][CH2:7][CH:8]([CH2:9][OH:10])[OH:11]. The catalyst class is: 16. (7) Reactant: F[C:2]1[C:7]([F:8])=[C:6]([F:9])[CH:5]=[C:4]([F:10])[C:3]=1[N+:11]([O-:13])=[O:12].[NH3:14].O1CCOCC1. Product: [F:8][C:7]1[C:6]([F:9])=[CH:5][C:4]([F:10])=[C:3]([N+:11]([O-:13])=[O:12])[C:2]=1[NH2:14]. The catalyst class is: 6. (8) Reactant: [NH:1]1[CH:5]=[N:4][C:3]([C:6]2[CH:7]=[C:8]3[C:12](=[CH:13][CH:14]=2)[NH:11][NH:10][C:9]3([Br:23])[C:15]([CH:17]2[CH2:22][CH2:21][CH2:20][CH2:19][O:18]2)=[O:16])=[N:2]1.[C:24]1([C:30](Cl)([C:37]2[CH:42]=[CH:41][CH:40]=[CH:39][CH:38]=2)[C:31]2[CH:36]=[CH:35][CH:34]=[CH:33][CH:32]=2)[CH:29]=[CH:28][CH:27]=[CH:26][CH:25]=1.C(N(CC)CC)C. Product: [Br:23][C:9]1([C:15]([CH:17]2[CH2:22][CH2:21][CH2:20][CH2:19][O:18]2)=[O:16])[C:8]2[C:12](=[CH:13][CH:14]=[C:6]([C:3]3[N:4]=[CH:5][N:1]([C:30]([C:24]4[CH:29]=[CH:28][CH:27]=[CH:26][CH:25]=4)([C:37]4[CH:38]=[CH:39][CH:40]=[CH:41][CH:42]=4)[C:31]4[CH:32]=[CH:33][CH:34]=[CH:35][CH:36]=4)[N:2]=3)[CH:7]=2)[NH:11][NH:10]1. The catalyst class is: 9. (9) Reactant: Cl[CH2:2][C:3]1[N:15]=[C:14]2[N:5]([C:6]([NH2:18])=[N:7][C:8]3[C:9]([O:16][CH3:17])=[CH:10][CH:11]=[CH:12][C:13]=32)[N:4]=1.[F:19][C:20]1[CH:21]=[C:22]2[C:26](=[CH:27][CH:28]=1)[CH2:25][NH:24][CH2:23]2.CCN(C(C)C)C(C)C. Product: [F:19][C:20]1[CH:21]=[C:22]2[C:26](=[CH:27][CH:28]=1)[CH2:25][N:24]([CH2:2][C:3]1[N:15]=[C:14]3[N:5]([C:6]([NH2:18])=[N:7][C:8]4[C:9]([O:16][CH3:17])=[CH:10][CH:11]=[CH:12][C:13]=43)[N:4]=1)[CH2:23]2. The catalyst class is: 85. (10) Reactant: [O:1]1[CH:5]=[C:4]([C:6]2[CH:11]=[CH:10][C:9]([C:12](=[O:14])[CH3:13])=[CH:8][CH:7]=2)[N:3]=[CH:2]1.[F:15][C:16]([F:23])([F:22])[C:17](OCC)=[O:18].C[O-].[Na+].Cl. Product: [F:15][C:16]([F:23])([F:22])[C:17](=[O:18])[CH2:13][C:12]([C:9]1[CH:8]=[CH:7][C:6]([C:4]2[N:3]=[CH:2][O:1][CH:5]=2)=[CH:11][CH:10]=1)=[O:14]. The catalyst class is: 282.